Task: Predict which catalyst facilitates the given reaction.. Dataset: Catalyst prediction with 721,799 reactions and 888 catalyst types from USPTO (1) Reactant: [CH3:1][C:2]1[CH:7]=[C:6]([C:8]2[C:16]3[C:11](=[CH:12][CH:13]=[C:14]([C:17](O)=[O:18])[CH:15]=3)[N:10]([C:20]([C:33]3[CH:38]=[CH:37][CH:36]=[CH:35][CH:34]=3)([C:27]3[CH:32]=[CH:31][CH:30]=[CH:29][CH:28]=3)[C:21]3[CH:26]=[CH:25][CH:24]=[CH:23][CH:22]=3)[N:9]=2)[CH:5]=[CH:4][N:3]=1.CN(C(ON1N=NC2C=CC=NC1=2)=[N+](C)C)C.F[P-](F)(F)(F)(F)F.[NH2:63][N:64]1[CH2:69][CH2:68][CH2:67][C:66]([CH2:78][OH:79])([CH2:70][C:71]2[CH:76]=[CH:75][CH:74]=[CH:73][C:72]=2[F:77])[CH2:65]1.C(N(C(C)C)CC)(C)C. Product: [F:77][C:72]1[CH:73]=[CH:74][CH:75]=[CH:76][C:71]=1[CH2:70][C:66]1([CH2:78][OH:79])[CH2:67][CH2:68][CH2:69][N:64]([NH:63][C:17]([C:14]2[CH:15]=[C:16]3[C:11](=[CH:12][CH:13]=2)[N:10]([C:20]([C:21]2[CH:22]=[CH:23][CH:24]=[CH:25][CH:26]=2)([C:27]2[CH:32]=[CH:31][CH:30]=[CH:29][CH:28]=2)[C:33]2[CH:34]=[CH:35][CH:36]=[CH:37][CH:38]=2)[N:9]=[C:8]3[C:6]2[CH:5]=[CH:4][N:3]=[C:2]([CH3:1])[CH:7]=2)=[O:18])[CH2:65]1. The catalyst class is: 9. (2) Reactant: [H-].[Na+].[Cl:3][C:4]1[C:9]([C:10]([F:13])([F:12])[F:11])=[CH:8][CH:7]=[C:6]([O:14][C:15]2[CH:20]=[CH:19][CH:18]=[C:17]([CH2:21]P(OCC)(OCC)=O)[CH:16]=2)[N:5]=1.[CH2:30]1[O:40][C:33]2([CH2:38][CH2:37][C:36](=O)[CH2:35][CH2:34]2)[O:32][CH2:31]1. Product: [Cl:3][C:4]1[C:9]([C:10]([F:11])([F:12])[F:13])=[CH:8][CH:7]=[C:6]([O:14][C:15]2[CH:20]=[CH:19][CH:18]=[C:17]([CH:21]=[C:36]3[CH2:37][CH2:38][C:33]4([O:40][CH2:30][CH2:31][O:32]4)[CH2:34][CH2:35]3)[CH:16]=2)[N:5]=1. The catalyst class is: 1. (3) Reactant: C([C:5]1[CH2:9][CH:8]=[CH:7][CH:6]=1)CCC.CCCCCC.C([Li])CCC.[Cl:21][Si:22](Cl)([CH2:24][Cl:25])[CH3:23]. Product: [Cl:21][Si:22]([CH2:24][Cl:25])([CH:9]1[CH:8]=[CH:7][CH:6]=[CH:5]1)[CH3:23]. The catalyst class is: 1. (4) Reactant: [C:1]1(=O)[O:6][C:4](=[O:5])[C:3]2=[CH:7][CH:8]=[CH:9][CH:10]=[C:2]12.[Br:12][C:13]1[CH:14]=[C:15]([CH2:20]C(O)=O)[CH:16]=[CH:17][C:18]=1[F:19].C([O-])(=O)C.[Na+]. Product: [Br:12][C:13]1[CH:14]=[C:15]([CH:16]=[CH:17][C:18]=1[F:19])[CH:20]=[C:1]1[C:2]2[C:3](=[CH:7][CH:8]=[CH:9][CH:10]=2)[C:4](=[O:5])[O:6]1. The catalyst class is: 8. (5) Reactant: Br[C:2]1[CH:3]=[C:4]2[C:8](=[CH:9][CH:10]=1)[NH:7][C:6]1[C:11]([C:15]([F:18])([F:17])[F:16])=[N:12][CH:13]=[CH:14][C:5]2=1.[O:19]1[C:23]2[CH:24]=[CH:25][C:26](B(O)O)=[CH:27][C:22]=2[CH2:21][CH2:20]1.C(=O)([O-])[O-].[K+].[K+]. Product: [O:19]1[C:23]2[CH:24]=[CH:25][C:26]([C:2]3[CH:3]=[C:4]4[C:8](=[CH:9][CH:10]=3)[NH:7][C:6]3[C:11]([C:15]([F:18])([F:17])[F:16])=[N:12][CH:13]=[CH:14][C:5]4=3)=[CH:27][C:22]=2[CH2:21][CH2:20]1. The catalyst class is: 70. (6) Reactant: [NH2:1][C@H:2]([C:24]([OH:26])=O)[CH2:3][CH2:4][CH2:5][NH:6][C:7](=[NH:23])[N:8](C(OC(C)(C)C)=O)C(OC(C)(C)C)=O.[OH:27][C:28]1[CH:29]=[C:30]([CH:34]=[C:35]([OH:38])[C:36]=1[CH3:37])[C:31]([OH:33])=O.CC(C)[N:41]=C=NC(C)C.C1C=CC2N(O)N=NC=2C=1.C1(P(C2C=CC=CC=2)C2C=CC=CC=2)C=CC=CC=1.C[Si](C([Si](C)(C)C)C(N)=O)(C)C.[Cl:89][C:90]1[CH:95]=[C:94]([Cl:96])[CH:93]=[CH:92][C:91]=1[CH2:97][CH2:98]O.CC(OC(/N=N/C(OC(C)C)=O)=O)C. Product: [C:24]([C@@H:2]([NH:1][C:31](=[O:33])[C:30]1[CH:34]=[C:35]([OH:38])[C:36]([CH3:37])=[C:28]([O:27][CH2:98][CH2:97][C:91]2[CH:92]=[CH:93][C:94]([Cl:96])=[CH:95][C:90]=2[Cl:89])[CH:29]=1)[CH2:3][CH2:4][CH2:5][NH:6][C:7]([NH2:8])=[NH:23])(=[O:26])[NH2:41]. The catalyst class is: 198.